Predict the reactants needed to synthesize the given product. From a dataset of Full USPTO retrosynthesis dataset with 1.9M reactions from patents (1976-2016). Given the product [C:1]([O:5][C:6]([NH:8][C@H:9]([C:13]([CH2:17][CH3:18])([CH3:16])[CH2:14][CH3:15])[C:10]([O:12][CH2:22][C:23]1[CH:28]=[CH:27][CH:26]=[CH:25][CH:24]=1)=[O:11])=[O:7])([CH3:4])([CH3:3])[CH3:2], predict the reactants needed to synthesize it. The reactants are: [C:1]([O:5][C:6]([NH:8][C@H:9]([C:13]([CH2:17][CH3:18])([CH3:16])[CH2:14][CH3:15])[C:10]([OH:12])=[O:11])=[O:7])([CH3:4])([CH3:3])[CH3:2].C(Cl)Cl.[CH2:22](O)[C:23]1[CH:28]=[CH:27][CH:26]=[CH:25][CH:24]=1.C(Cl)CCl.